From a dataset of Reaction yield outcomes from USPTO patents with 853,638 reactions. Predict the reaction yield, written as a fraction of the theoretical maximum amount of product (1.0 means a 100% yield; for example, 0.34 means a 34% yield). (1) The reactants are [C:1]1([OH:11])[C:10]2[C:5](=[CH:6][CH:7]=[CH:8][CH:9]=2)[CH:4]=[CH:3][CH:2]=1.[CH3:12][CH:13](O)[C:14]#[CH:15].C1C=CC(P(C2C=CC=CC=2)C2C=CC=CC=2)=CC=1.CCOC(/N=N/C(OCC)=O)=O. The catalyst is C(Cl)Cl.O. The product is [CH3:15][CH:14]([O:11][C:1]1[C:10]2[C:5](=[CH:6][CH:7]=[CH:8][CH:9]=2)[CH:4]=[CH:3][CH:2]=1)[C:13]#[CH:12]. The yield is 0.650. (2) The reactants are Cl[C:2]1[CH:7]=[C:6]([CH:8]2[CH2:11][N:10]([C:12]([O:14][C:15]([CH3:18])([CH3:17])[CH3:16])=[O:13])[CH2:9]2)[CH:5]=[C:4]([N:19]2[CH2:23][CH2:22][C:21]([F:25])([CH3:24])[CH2:20]2)[N:3]=1.[F:26][CH:27]([F:45])[O:28][C:29]1[C:30]([NH2:44])=[N:31][CH:32]=[C:33](B2OC(C)(C)C(C)(C)O2)[CH:34]=1.C(=O)([O-])[O-].[Cs+].[Cs+].O1CCOCC1.O. The catalyst is [Pd](Cl)Cl.C1(P(C2C=CC=CC=2)[C-]2C=CC=C2)C=CC=CC=1.[C-]1(P(C2C=CC=CC=2)C2C=CC=CC=2)C=CC=C1.[Fe+2].O. The product is [NH2:44][C:30]1[N:31]=[CH:32][C:33]([C:2]2[CH:7]=[C:6]([CH:8]3[CH2:11][N:10]([C:12]([O:14][C:15]([CH3:18])([CH3:17])[CH3:16])=[O:13])[CH2:9]3)[CH:5]=[C:4]([N:19]3[CH2:23][CH2:22][C:21]([F:25])([CH3:24])[CH2:20]3)[N:3]=2)=[CH:34][C:29]=1[O:28][CH:27]([F:45])[F:26]. The yield is 0.810. (3) The reactants are [CH2:1]([CH2:5][C:6](=O)[CH3:7])[C:2]([CH3:4])=O.C(O)(=O)C.[NH2:13][C:14]1[CH:34]=[C:33]([CH3:35])[C:17]2[O:18][C:19]3[C:28]([CH3:29])=[CH:27][C:26]([C:30]([OH:32])=[O:31])=[CH:25][C:20]=3[S:21](=[O:24])(=[O:23])[CH2:22][C:16]=2[CH:15]=1. The catalyst is C1(C)C=CC=CC=1. The product is [CH3:7][C:6]1[N:13]([C:14]2[CH:34]=[C:33]([CH3:35])[C:17]3[O:18][C:19]4[C:28]([CH3:29])=[CH:27][C:26]([C:30]([OH:32])=[O:31])=[CH:25][C:20]=4[S:21](=[O:24])(=[O:23])[CH2:22][C:16]=3[CH:15]=2)[C:2]([CH3:4])=[CH:1][CH:5]=1. The yield is 0.510. (4) The reactants are [Cl:1][C:2]1[CH:3]=[CH:4][C:5]([O:8][C:9]2[CH:10]=[C:11]([CH2:15]O)[CH:12]=[CH:13][CH:14]=2)=[N:6][CH:7]=1.N1C=CN=C1.C1(P(C2C=CC=CC=2)C2C=CC=CC=2)C=CC=CC=1.[Br:41]Br. The catalyst is ClCCl. The product is [Br:41][CH2:15][C:11]1[CH:10]=[C:9]([CH:14]=[CH:13][CH:12]=1)[O:8][C:5]1[CH:4]=[CH:3][C:2]([Cl:1])=[CH:7][N:6]=1. The yield is 0.870. (5) The reactants are [Br:1][C:2]1[CH:7]=[CH:6][C:5]([F:8])=[CH:4][C:3]=1[C:9]1[NH:13][N:12]=[N:11][N:10]=1.IC.[C:16](=O)([O-])[O-].[K+].[K+]. The catalyst is CN(C)C=O. The product is [Br:1][C:2]1[CH:7]=[CH:6][C:5]([F:8])=[CH:4][C:3]=1[C:9]1[N:13]([CH3:16])[NH:12][NH:11][N:10]=1. The yield is 0.330. (6) The reactants are [CH3:1][O:2][C:3](=[O:12])[C:4]1[CH:9]=[CH:8][C:7]([CH2:10]O)=[N:6][CH:5]=1.S(Cl)([Cl:15])=O. The catalyst is ClCCl. The product is [CH3:1][O:2][C:3](=[O:12])[C:4]1[CH:9]=[CH:8][C:7]([CH2:10][Cl:15])=[N:6][CH:5]=1. The yield is 1.02. (7) The reactants are C([O:5][CH:6]([C:10]1[CH:15]=[CH:14][CH:13]=[CH:12][CH:11]=1)C(C)=C)C=CC.[C:16]1([C:18](=[CH:20][C:21](=[CH:23][CH:24]=1)C)C)[CH3:17]. No catalyst specified. The product is [CH2:15]([CH:10]([CH2:11][C:12]([CH3:13])=[CH:17][C:16]1[CH:24]=[CH:23][CH:21]=[CH:20][CH:18]=1)[CH:6]=[O:5])[CH3:14]. The yield is 0.510.